This data is from Catalyst prediction with 721,799 reactions and 888 catalyst types from USPTO. The task is: Predict which catalyst facilitates the given reaction. Reactant: N[CH2:2][C:3]1[CH:11]=[CH:10][C:6]([C:7]([OH:9])=O)=[CH:5][CH:4]=1.C(OC)(OC)OC.C([BH3-])#[N:20].[Na+].C(=O)[CH2:24][CH3:25].CCN=C=N[CH2:32][CH2:33][CH2:34][N:35]([CH3:37])[CH3:36].Cl.[CH:39]1[CH:40]=[CH:41][C:42]2N(O)N=[N:45][C:43]=2[CH:44]=1.[C:49](C1C=CC(NCN)=CC=1)([O:51][C:52]([CH3:55])([CH3:54])[CH3:53])=[O:50]. Product: [C:49]([NH:45][CH2:43][C:44]1[CH:39]=[CH:40][CH:41]=[CH:42][C:2]=1[C:3]1([CH2:37][N:35]([CH2:34][CH2:33][CH3:32])[CH2:36][CH2:24][CH3:25])[CH:4]=[CH:5][C:6]([C:7]([NH2:20])=[O:9])=[CH:10][CH2:11]1)([O:51][C:52]([CH3:55])([CH3:54])[CH3:53])=[O:50]. The catalyst class is: 475.